Dataset: Full USPTO retrosynthesis dataset with 1.9M reactions from patents (1976-2016). Task: Predict the reactants needed to synthesize the given product. The reactants are: [O:1]=[C:2]1[C@@H:8]([NH:9][C:10](=[O:16])OC(C)(C)C)[CH2:7][CH2:6][CH2:5][CH2:4][N:3]1[C:17](=[O:25])[CH2:18][C:19]1[CH:24]=[CH:23][CH:22]=[CH:21][CH:20]=1.C(O)(C(F)(F)F)=O.ClC(Cl)(OC(=O)OC(Cl)(Cl)Cl)Cl.C([O-])(O)=O.[Na+].[Cl:50][C:51]1[CH:60]=[C:59]2[C:54]([C:55]([N:62]3[CH2:67][CH2:66][NH:65][CH2:64][CH2:63]3)=[CH:56][C:57]([NH2:61])=[N:58]2)=[CH:53][CH:52]=1. Given the product [NH2:61][C:57]1[CH:56]=[C:55]([N:62]2[CH2:63][CH2:64][N:65]([C:10]([NH:9][C@H:8]3[CH2:7][CH2:6][CH2:5][CH2:4][N:3]([C:17](=[O:25])[CH2:18][C:19]4[CH:20]=[CH:21][CH:22]=[CH:23][CH:24]=4)[C:2]3=[O:1])=[O:16])[CH2:66][CH2:67]2)[C:54]2[C:59](=[CH:60][C:51]([Cl:50])=[CH:52][CH:53]=2)[N:58]=1, predict the reactants needed to synthesize it.